Regression. Given two drug SMILES strings and cell line genomic features, predict the synergy score measuring deviation from expected non-interaction effect. From a dataset of Merck oncology drug combination screen with 23,052 pairs across 39 cell lines. (1) Synergy scores: synergy=-5.14. Drug 1: C=CCn1c(=O)c2cnc(Nc3ccc(N4CCN(C)CC4)cc3)nc2n1-c1cccc(C(C)(C)O)n1. Drug 2: CNC(=O)c1cc(Oc2ccc(NC(=O)Nc3ccc(Cl)c(C(F)(F)F)c3)cc2)ccn1. Cell line: COLO320DM. (2) Drug 1: N.N.O=C(O)C1(C(=O)O)CCC1.[Pt]. Drug 2: COC1=C2CC(C)CC(OC)C(O)C(C)C=C(C)C(OC(N)=O)C(OC)C=CC=C(C)C(=O)NC(=CC1=O)C2=O. Cell line: OVCAR3. Synergy scores: synergy=-4.12.